Predict the product of the given reaction. From a dataset of Forward reaction prediction with 1.9M reactions from USPTO patents (1976-2016). (1) Given the reactants [C:1]([C:4]1[CH:33]=[CH:32][C:7]([O:8][CH2:9][C:10]2[CH:15]=[CH:14][C:13]([CH:16](OC3CCCCO3)[C:17]3[CH:18]=[C:19]([CH:22]=[CH:23][CH:24]=3)[C:20]#[N:21])=[CH:12][CH:11]=2)=[C:6]([CH2:34][CH2:35][CH3:36])[C:5]=1[OH:37])(=[O:3])[CH3:2].[CH:38]([Si](C(C)C)(C(C)C)OCC1C=CC(C(C2C=C(C=CC=2)C#N)=C)=CC=1)(C)C, predict the reaction product. The product is: [C:1]([C:4]1[CH:33]=[CH:32][C:7]([O:8][CH2:9][C:10]2[CH:11]=[CH:12][C:13]([C:16]([C:17]3[CH:18]=[C:19]([CH:22]=[CH:23][CH:24]=3)[C:20]#[N:21])=[CH2:38])=[CH:14][CH:15]=2)=[C:6]([CH2:34][CH2:35][CH3:36])[C:5]=1[OH:37])(=[O:3])[CH3:2]. (2) Given the reactants C(OC(=O)[NH:7][C:8]1[CH:9]=[C:10]2[CH:16]=[C:15]([CH:17]([C:25]3[CH:30]=[CH:29][C:28]([S:31]([CH3:34])(=[O:33])=[O:32])=[CH:27][CH:26]=3)[CH2:18][CH:19]3[CH2:24][CH2:23][O:22][CH2:21][CH2:20]3)[NH:14][C:11]2=[N:12][CH:13]=1)(C)(C)C.[ClH:36], predict the reaction product. The product is: [ClH:36].[CH3:34][S:31]([C:28]1[CH:27]=[CH:26][C:25]([CH:17]([C:15]2[NH:14][C:11]3=[N:12][CH:13]=[C:8]([NH2:7])[CH:9]=[C:10]3[CH:16]=2)[CH2:18][CH:19]2[CH2:24][CH2:23][O:22][CH2:21][CH2:20]2)=[CH:30][CH:29]=1)(=[O:32])=[O:33].